Dataset: Full USPTO retrosynthesis dataset with 1.9M reactions from patents (1976-2016). Task: Predict the reactants needed to synthesize the given product. (1) The reactants are: [NH:1]([C:8]([NH:10][C:11]1[CH:31]=[CH:30][C:14]([CH2:15][C@H:16]2[CH2:20][O:19]C(C)(C)[N:17]2C(OC(C)(C)C)=O)=[CH:13][CH:12]=1)=[O:9])[C:2]1[CH:7]=[CH:6][CH:5]=[CH:4][CH:3]=1.[ClH:32]. Given the product [ClH:32].[NH2:17][C@H:16]([CH2:20][OH:19])[CH2:15][C:14]1[CH:13]=[CH:12][C:11]([NH:10][C:8]([NH:1][C:2]2[CH:3]=[CH:4][CH:5]=[CH:6][CH:7]=2)=[O:9])=[CH:31][CH:30]=1, predict the reactants needed to synthesize it. (2) Given the product [CH3:1][C:2]1([CH3:4])[CH2:22][C:21](=[O:23])[C:12]2[C:11](=[CH:16][C:15]([C:17]([F:18])([F:19])[F:20])=[CH:14][CH:13]=2)[O:10]1, predict the reactants needed to synthesize it. The reactants are: [CH3:1][C:2]([CH3:4])=O.N1CCCC1.[OH:10][C:11]1[CH:16]=[C:15]([C:17]([F:20])([F:19])[F:18])[CH:14]=[CH:13][C:12]=1[C:21](=[O:23])[CH3:22].